From a dataset of Peptide-MHC class I binding affinity with 185,985 pairs from IEDB/IMGT. Regression. Given a peptide amino acid sequence and an MHC pseudo amino acid sequence, predict their binding affinity value. This is MHC class I binding data. (1) The peptide sequence is DRFGLAESL. The MHC is HLA-B38:01 with pseudo-sequence HLA-B38:01. The binding affinity (normalized) is 0.685. (2) The peptide sequence is YHLGGIEGL. The MHC is HLA-B27:05 with pseudo-sequence HLA-B27:05. The binding affinity (normalized) is 0.0847. (3) The peptide sequence is FYTASYSSV. The MHC is H-2-Kd with pseudo-sequence H-2-Kd. The binding affinity (normalized) is 1.00. (4) The peptide sequence is FPSQQPYL. The MHC is HLA-B35:01 with pseudo-sequence HLA-B35:01. The binding affinity (normalized) is 0.390.